This data is from Full USPTO retrosynthesis dataset with 1.9M reactions from patents (1976-2016). The task is: Predict the reactants needed to synthesize the given product. (1) Given the product [C:12]([C:11]1[S:10][C:9]2[C:17]3[C:27]([CH2:26][CH2:25][C:14]=2[CH:1]=1)=[C:28]([CH3:23])[CH:19]=[C:20]([CH3:29])[CH:21]=3)(=[O:16])[CH3:15], predict the reactants needed to synthesize it. The reactants are: [CH2:1](N(CC)CC)C.O[C:9]1([CH3:17])[CH2:14]S[C:12]([OH:16])([CH3:15])[CH2:11][S:10]1.Cl[C:19]1[C:28]2[C:23](=C[CH:25]=[CH:26][CH:27]=2)C[CH2:21][C:20]=1[CH:29]=O.[OH-].[Na+]. (2) Given the product [CH2:1]([O:8][C:9]1[C:10](=[O:18])[CH:11]=[C:12]([C:15]([OH:17])=[O:16])[N:20]([CH3:19])[CH:14]=1)[C:2]1[CH:7]=[CH:6][CH:5]=[CH:4][CH:3]=1, predict the reactants needed to synthesize it. The reactants are: [CH2:1]([O:8][C:9]1[C:10](=[O:18])[CH:11]=[C:12]([C:15]([OH:17])=[O:16])O[CH:14]=1)[C:2]1[CH:7]=[CH:6][CH:5]=[CH:4][CH:3]=1.[CH3:19][NH2:20].CO.Cl. (3) Given the product [N:39]1([S:43]([NH:46][C:9](=[O:11])[C:8]2[CH:12]=[C:4]([CH:1]3[CH2:3][CH2:2]3)[C:5]([O:14][CH2:15][C:16]34[CH2:17][CH:18]5[CH2:24][CH:22]([CH2:21][CH:20]([C:19]5([F:27])[F:26])[CH2:25]3)[CH2:23]4)=[CH:6][C:7]=2[F:13])(=[O:45])=[O:44])[CH2:42][CH2:41][CH2:40]1, predict the reactants needed to synthesize it. The reactants are: [CH:1]1([C:4]2[C:5]([O:14][CH2:15][C:16]34[CH2:25][CH:20]5[CH2:21][CH:22]([CH2:24][CH:18]([C:19]5([F:27])[F:26])[CH2:17]3)[CH2:23]4)=[CH:6][C:7]([F:13])=[C:8]([CH:12]=2)[C:9]([OH:11])=O)[CH2:3][CH2:2]1.C(N=C=NCCCN(C)C)C.[N:39]1([S:43]([NH2:46])(=[O:45])=[O:44])[CH2:42][CH2:41][CH2:40]1. (4) Given the product [CH3:37][O:36][C:34]([C:33]1[C:3]([OH:2])=[C:5]2[C:6](=[CH:21][N:22]=1)[N:7]([C@H:13]([C:15]1[CH:16]=[CH:17][CH:18]=[CH:19][CH:20]=1)[CH3:14])[C:8](=[O:12])[C:9]([Br:11])=[CH:10]2)=[O:35], predict the reactants needed to synthesize it. The reactants are: C[O:2][C:3]([C:5]1[CH:10]=[C:9]([Br:11])[C:8](=[O:12])[N:7]([C@H:13]([C:15]2[CH:20]=[CH:19][CH:18]=[CH:17][CH:16]=2)[CH3:14])[C:6]=1[CH2:21][N:22]([CH2:33][C:34]([O:36][CH3:37])=[O:35])S(C1C=CC(C)=CC=1)(=O)=O)=O.C[O-].[Na+].Cl.